From a dataset of NCI-60 drug combinations with 297,098 pairs across 59 cell lines. Regression. Given two drug SMILES strings and cell line genomic features, predict the synergy score measuring deviation from expected non-interaction effect. (1) Drug 1: CC1C(C(=O)NC(C(=O)N2CCCC2C(=O)N(CC(=O)N(C(C(=O)O1)C(C)C)C)C)C(C)C)NC(=O)C3=C4C(=C(C=C3)C)OC5=C(C(=O)C(=C(C5=N4)C(=O)NC6C(OC(=O)C(N(C(=O)CN(C(=O)C7CCCN7C(=O)C(NC6=O)C(C)C)C)C)C(C)C)C)N)C. Drug 2: C1=NNC2=C1C(=O)NC=N2. Cell line: 786-0. Synergy scores: CSS=3.16, Synergy_ZIP=-1.63, Synergy_Bliss=2.90, Synergy_Loewe=-9.90, Synergy_HSA=-0.593. (2) Drug 1: CN1CCC(CC1)COC2=C(C=C3C(=C2)N=CN=C3NC4=C(C=C(C=C4)Br)F)OC. Drug 2: CCCCC(=O)OCC(=O)C1(CC(C2=C(C1)C(=C3C(=C2O)C(=O)C4=C(C3=O)C=CC=C4OC)O)OC5CC(C(C(O5)C)O)NC(=O)C(F)(F)F)O. Cell line: RXF 393. Synergy scores: CSS=10.4, Synergy_ZIP=-3.55, Synergy_Bliss=1.64, Synergy_Loewe=2.38, Synergy_HSA=2.69. (3) Drug 1: CC1=C(C=C(C=C1)NC(=O)C2=CC=C(C=C2)CN3CCN(CC3)C)NC4=NC=CC(=N4)C5=CN=CC=C5. Drug 2: CCC1(CC2CC(C3=C(CCN(C2)C1)C4=CC=CC=C4N3)(C5=C(C=C6C(=C5)C78CCN9C7C(C=CC9)(C(C(C8N6C)(C(=O)OC)O)OC(=O)C)CC)OC)C(=O)OC)O.OS(=O)(=O)O. Cell line: CCRF-CEM. Synergy scores: CSS=9.66, Synergy_ZIP=13.5, Synergy_Bliss=12.7, Synergy_Loewe=2.23, Synergy_HSA=4.00. (4) Drug 1: C1=CC(=CC=C1CCCC(=O)O)N(CCCl)CCCl. Drug 2: CC1=C(C(CCC1)(C)C)C=CC(=CC=CC(=CC(=O)O)C)C. Cell line: NCI-H522. Synergy scores: CSS=19.3, Synergy_ZIP=-5.69, Synergy_Bliss=-6.19, Synergy_Loewe=-3.53, Synergy_HSA=-3.06. (5) Drug 1: CN(C)C1=NC(=NC(=N1)N(C)C)N(C)C. Drug 2: C1CCC(C(C1)N)N.C(=O)(C(=O)[O-])[O-].[Pt+4]. Cell line: NCIH23. Synergy scores: CSS=18.1, Synergy_ZIP=6.67, Synergy_Bliss=9.44, Synergy_Loewe=-26.3, Synergy_HSA=9.11. (6) Drug 1: C1C(C(OC1N2C=NC3=C(N=C(N=C32)Cl)N)CO)O. Drug 2: CN1C(=O)N2C=NC(=C2N=N1)C(=O)N. Cell line: OVCAR-5. Synergy scores: CSS=34.9, Synergy_ZIP=-3.88, Synergy_Bliss=-1.14, Synergy_Loewe=-37.5, Synergy_HSA=-1.54. (7) Drug 1: C1=NC2=C(N=C(N=C2N1C3C(C(C(O3)CO)O)O)F)N. Drug 2: CC1=C2C(C(=O)C3(C(CC4C(C3C(C(C2(C)C)(CC1OC(=O)C(C(C5=CC=CC=C5)NC(=O)C6=CC=CC=C6)O)O)OC(=O)C7=CC=CC=C7)(CO4)OC(=O)C)O)C)OC(=O)C. Cell line: HL-60(TB). Synergy scores: CSS=57.5, Synergy_ZIP=1.35, Synergy_Bliss=-1.07, Synergy_Loewe=-8.77, Synergy_HSA=-3.80. (8) Drug 1: C1CN1P(=S)(N2CC2)N3CC3. Drug 2: CC1CCC2CC(C(=CC=CC=CC(CC(C(=O)C(C(C(=CC(C(=O)CC(OC(=O)C3CCCCN3C(=O)C(=O)C1(O2)O)C(C)CC4CCC(C(C4)OC)OCCO)C)C)O)OC)C)C)C)OC. Cell line: SK-OV-3. Synergy scores: CSS=7.80, Synergy_ZIP=-1.84, Synergy_Bliss=-0.954, Synergy_Loewe=0.162, Synergy_HSA=-1.27. (9) Drug 1: CC1C(C(CC(O1)OC2CC(OC(C2O)C)OC3=CC4=CC5=C(C(=O)C(C(C5)C(C(=O)C(C(C)O)O)OC)OC6CC(C(C(O6)C)O)OC7CC(C(C(O7)C)O)OC8CC(C(C(O8)C)O)(C)O)C(=C4C(=C3C)O)O)O)O. Drug 2: CCN(CC)CCCC(C)NC1=C2C=C(C=CC2=NC3=C1C=CC(=C3)Cl)OC. Cell line: IGROV1. Synergy scores: CSS=22.7, Synergy_ZIP=0.528, Synergy_Bliss=0.548, Synergy_Loewe=-24.1, Synergy_HSA=-0.454.